From a dataset of Forward reaction prediction with 1.9M reactions from USPTO patents (1976-2016). Predict the product of the given reaction. Given the reactants OO.O.[OH-].[Li+].C(OC(N([C@@H](C1C=CC=CC=1)C)[C:12](=[O:23])[CH:13]([CH2:20][CH:21]=[CH2:22])[CH2:14][CH2:15][CH2:16][CH2:17][CH2:18][CH3:19])=O)C.S([O-])([O-])=[O:33].[Na+].[Na+], predict the reaction product. The product is: [CH2:20]([CH:13]([CH2:14][CH2:15][CH2:16][CH2:17][CH2:18][CH3:19])[C:12]([OH:23])=[O:33])[CH:21]=[CH2:22].